From a dataset of Catalyst prediction with 721,799 reactions and 888 catalyst types from USPTO. Predict which catalyst facilitates the given reaction. (1) Reactant: CN(C=O)C.C(Cl)(=O)C(Cl)=O.[C:12]([O:16][C:17]([N:19]1[CH2:24][CH2:23][CH2:22][CH2:21][CH:20]1[C:25](=O)[NH2:26])=[O:18])([CH3:15])([CH3:14])[CH3:13].N1C=CC=CC=1. Product: [C:12]([O:16][C:17]([N:19]1[CH2:24][CH2:23][CH2:22][CH2:21][CH:20]1[C:25]#[N:26])=[O:18])([CH3:15])([CH3:13])[CH3:14]. The catalyst class is: 10. (2) Reactant: [NH:1]1[CH2:6][CH2:5][CH:4]([O:7][C:8]2[CH:9]=[C:10]([C:14]3[CH:19]=[CH:18][N:17]4[C:20]([C:23]5[CH:24]=[C:25]([NH:29][C:30]([NH:32][CH2:33][C:34]([F:37])([F:36])[F:35])=[O:31])[CH:26]=[CH:27][CH:28]=5)=[CH:21][N:22]=[C:16]4[CH:15]=3)[CH:11]=[CH:12][CH:13]=2)[CH2:3][CH2:2]1.[C:38](Cl)(=[O:40])[CH3:39].CCN(CC)CC. Product: [C:38]([N:1]1[CH2:6][CH2:5][CH:4]([O:7][C:8]2[CH:9]=[C:10]([C:14]3[CH:19]=[CH:18][N:17]4[C:20]([C:23]5[CH:24]=[C:25]([NH:29][C:30]([NH:32][CH2:33][C:34]([F:35])([F:36])[F:37])=[O:31])[CH:26]=[CH:27][CH:28]=5)=[CH:21][N:22]=[C:16]4[CH:15]=3)[CH:11]=[CH:12][CH:13]=2)[CH2:3][CH2:2]1)(=[O:40])[CH3:39]. The catalyst class is: 3.